This data is from Reaction yield outcomes from USPTO patents with 853,638 reactions. The task is: Predict the reaction yield, written as a fraction of the theoretical maximum amount of product (1.0 means a 100% yield; for example, 0.34 means a 34% yield). The reactants are [F:1][C:2]1[CH:7]=[CH:6][C:5]([CH:8]([C:10]2([C:16]3[CH:21]=[CH:20][CH:19]=[C:18]([C:22]([F:25])([F:24])[F:23])[CH:17]=3)SCCCS2)[OH:9])=[CH:4][CH:3]=1.FC(F)(F)C(OI(C1C=CC=CC=1)OC(=O)C(F)(F)F)=[O:29].C(=O)([O-])O.[Na+]. The catalyst is C(#N)C.O. The product is [F:1][C:2]1[CH:7]=[CH:6][C:5]([CH:8]([OH:9])[C:10]([C:16]2[CH:21]=[CH:20][CH:19]=[C:18]([C:22]([F:25])([F:24])[F:23])[CH:17]=2)=[O:29])=[CH:4][CH:3]=1. The yield is 0.250.